This data is from Peptide-MHC class I binding affinity with 185,985 pairs from IEDB/IMGT. The task is: Regression. Given a peptide amino acid sequence and an MHC pseudo amino acid sequence, predict their binding affinity value. This is MHC class I binding data. (1) The peptide sequence is LAKSVFNSL. The MHC is HLA-B18:01 with pseudo-sequence HLA-B18:01. The binding affinity (normalized) is 0.0847. (2) The binding affinity (normalized) is 0.0847. The peptide sequence is FDLFGITLY. The MHC is HLA-A69:01 with pseudo-sequence HLA-A69:01. (3) The peptide sequence is AENVIVGLV. The MHC is HLA-B18:01 with pseudo-sequence HLA-B18:01. The binding affinity (normalized) is 0. (4) The peptide sequence is RIGGVLIFR. The MHC is HLA-A31:01 with pseudo-sequence HLA-A31:01. The binding affinity (normalized) is 0.778. (5) The peptide sequence is SGFMPKCSK. The MHC is HLA-A68:01 with pseudo-sequence HLA-A68:01. The binding affinity (normalized) is 0.554. (6) The peptide sequence is QEMPYPFVI. The MHC is HLA-B15:42 with pseudo-sequence HLA-B15:42. The binding affinity (normalized) is 0.210.